Dataset: NCI-60 drug combinations with 297,098 pairs across 59 cell lines. Task: Regression. Given two drug SMILES strings and cell line genomic features, predict the synergy score measuring deviation from expected non-interaction effect. Drug 1: CC1=C2C(C(=O)C3(C(CC4C(C3C(C(C2(C)C)(CC1OC(=O)C(C(C5=CC=CC=C5)NC(=O)OC(C)(C)C)O)O)OC(=O)C6=CC=CC=C6)(CO4)OC(=O)C)O)C)O. Drug 2: CN(CCCl)CCCl.Cl. Cell line: MDA-MB-231. Synergy scores: CSS=21.2, Synergy_ZIP=-5.52, Synergy_Bliss=-3.55, Synergy_Loewe=-2.88, Synergy_HSA=-1.91.